From a dataset of Full USPTO retrosynthesis dataset with 1.9M reactions from patents (1976-2016). Predict the reactants needed to synthesize the given product. (1) Given the product [CH2:18]([CH:20]1[CH2:25][CH2:24][CH2:23][CH2:22][N:21]1[C:10]([C:9]1[C:8]([NH:7][CH2:6][C:2]2[O:1][CH:5]=[CH:4][CH:3]=2)=[N:16][C:15]([CH3:17])=[CH:14][CH:13]=1)=[O:12])[CH3:19], predict the reactants needed to synthesize it. The reactants are: [O:1]1[CH:5]=[CH:4][CH:3]=[C:2]1[CH2:6][NH:7][C:8]1[N:16]=[C:15]([CH3:17])[CH:14]=[CH:13][C:9]=1[C:10]([OH:12])=O.[CH2:18]([CH:20]1[CH2:25][CH2:24][CH2:23][CH2:22][NH:21]1)[CH3:19].C1C=CC2N(O)N=NC=2C=1.CCN=C=NCCCN(C)C.Cl.C(=O)([O-])O.[Na+]. (2) Given the product [F:19][C:20]([F:31])([F:32])[O:21][C:22]1[CH:30]=[CH:29][CH:28]=[CH:27][C:23]=1[C:24]([NH:1][C:2]1[CH:3]=[CH:4][C:5]([O:8][C:9](=[O:18])[N:10]([CH3:17])[C:11]2[CH:16]=[CH:15][CH:14]=[CH:13][CH:12]=2)=[N:6][CH:7]=1)=[O:25], predict the reactants needed to synthesize it. The reactants are: [NH2:1][C:2]1[CH:3]=[CH:4][C:5]([O:8][C:9](=[O:18])[N:10]([CH3:17])[C:11]2[CH:16]=[CH:15][CH:14]=[CH:13][CH:12]=2)=[N:6][CH:7]=1.[F:19][C:20]([F:32])([F:31])[O:21][C:22]1[CH:30]=[CH:29][CH:28]=[CH:27][C:23]=1[C:24](Cl)=[O:25].C(N(CC)CC)C.ClCCl. (3) The reactants are: [CH3:1][CH:2]([CH:4]([OH:28])[C@@H:5]([NH:8]C(C1C=CC=CC=1)(C1C=CC=CC=1)C1C=CC=CC=1)[CH2:6][CH3:7])[CH3:3].FC(F)(F)C(O)=O. Given the product [NH2:8][C@@H:5]([CH2:6][CH3:7])[CH:4]([OH:28])[CH:2]([CH3:3])[CH3:1], predict the reactants needed to synthesize it. (4) The reactants are: [NH2:1][CH2:2][C@H:3]([OH:5])[CH3:4].[CH:6](=O)[C:7]1[CH:12]=[CH:11][CH:10]=[CH:9][CH:8]=1.S([O-])([O-])(=O)=O.[Mg+2].[BH4-].[Na+]. Given the product [CH2:6]([NH:1][CH2:2][C@H:3]([OH:5])[CH3:4])[C:7]1[CH:12]=[CH:11][CH:10]=[CH:9][CH:8]=1, predict the reactants needed to synthesize it. (5) Given the product [Cl:12][C:8]1[CH:7]=[C:6]2[C:11]([C:2]([NH:33][CH:21]([CH2:20][CH2:19][CH2:18][CH2:17][N:16]([CH:34]([CH3:36])[CH3:35])[CH:13]([CH3:15])[CH3:14])[CH2:22][CH2:23][CH2:24][CH2:25][N:26]([CH:27]([CH3:28])[CH3:29])[CH:30]([CH3:32])[CH3:31])=[CH:3][CH:4]=[N:5]2)=[CH:10][CH:9]=1, predict the reactants needed to synthesize it. The reactants are: Cl[C:2]1[C:11]2[C:6](=[CH:7][C:8]([Cl:12])=[CH:9][CH:10]=2)[N:5]=[CH:4][CH:3]=1.[CH:13]([N:16]([CH:34]([CH3:36])[CH3:35])[CH2:17][CH2:18][CH2:19][CH2:20][CH:21]([NH2:33])[CH2:22][CH2:23][CH2:24][CH2:25][N:26]([CH:30]([CH3:32])[CH3:31])[CH:27]([CH3:29])[CH3:28])([CH3:15])[CH3:14].C([O-])(O)=O.[Na+]. (6) Given the product [Br:16][CH2:1][C:2]1[CH:15]=[CH:14][C:5]([C:6]([C:8]2[CH:13]=[CH:12][CH:11]=[CH:10][CH:9]=2)=[O:7])=[CH:4][CH:3]=1, predict the reactants needed to synthesize it. The reactants are: [CH3:1][C:2]1[CH:15]=[CH:14][C:5]([C:6]([C:8]2[CH:13]=[CH:12][CH:11]=[CH:10][CH:9]=2)=[O:7])=[CH:4][CH:3]=1.[Br:16]N1C(=O)CCC1=O.C(OOC(=O)C1C=CC=CC=1)(=O)C1C=CC=CC=1.